From a dataset of Catalyst prediction with 721,799 reactions and 888 catalyst types from USPTO. Predict which catalyst facilitates the given reaction. Reactant: [I:1][C:2]1[CH:3]=[N:4][NH:5][CH:6]=1.[CH3:7][O:8][C:9](=[O:15])[C:10]([CH3:14])([CH3:13])[CH2:11]O.C1(P(C2C=CC=CC=2)C2C=CC=CC=2)C=CC=CC=1.CC(OC(/N=N/C(OC(C)C)=O)=O)C. Product: [CH3:7][O:8][C:9](=[O:15])[C:10]([CH3:14])([CH3:13])[CH2:11][N:4]1[CH:3]=[C:2]([I:1])[CH:6]=[N:5]1. The catalyst class is: 1.